Task: Predict the product of the given reaction.. Dataset: Forward reaction prediction with 1.9M reactions from USPTO patents (1976-2016) The product is: [C:23]1([S:22][CH2:21][CH2:20][C:5]([CH2:11][CH2:12][S:13][C:14]2[CH:15]=[CH:16][CH:17]=[CH:18][CH:19]=2)([C:4]([OH:29])=[O:3])[C:6]([OH:8])=[O:7])[CH:24]=[CH:25][CH:26]=[CH:27][CH:28]=1. Given the reactants C([O:3][C:4](=[O:29])[C:5]([CH2:20][CH2:21][S:22][C:23]1[CH:28]=[CH:27][CH:26]=[CH:25][CH:24]=1)([CH2:11][CH2:12][S:13][C:14]1[CH:19]=[CH:18][CH:17]=[CH:16][CH:15]=1)[C:6]([O:8]CC)=[O:7])C.[OH-].[Li+], predict the reaction product.